Dataset: Reaction yield outcomes from USPTO patents with 853,638 reactions. Task: Predict the reaction yield, written as a fraction of the theoretical maximum amount of product (1.0 means a 100% yield; for example, 0.34 means a 34% yield). (1) The reactants are [CH2:1]([C@H:8]([NH:29][C:30](=[O:40])[O:31][C@@H:32]1[C@H:39]2[C@H:35]([O:36][CH2:37][CH2:38]2)[O:34][CH2:33]1)[C@@H:9]([OH:28])[CH:10]([NH:17][S:18]([C:21]1[CH:26]=[CH:25][CH:24]=[C:23]([OH:27])[CH:22]=1)(=[O:20])=[O:19])OC1CCCC1)[C:2]1[CH:7]=[CH:6][CH:5]=[CH:4][CH:3]=1.Br[CH2:42][C:43]([N:45]1[CH2:50][CH2:49][O:48][CH2:47][CH2:46]1)=[O:44].[C:51](=[O:54])([O-])[O-].[K+].[K+]. The catalyst is CN(C=O)C. The product is [CH2:1]([C@H:8]([NH:29][C:30](=[O:40])[O:31][C@@H:32]1[C@H:39]2[C@H:35]([O:36][CH2:37][CH2:38]2)[O:34][CH2:33]1)[C@H:9]([OH:28])[CH2:10][N:17]([O:54][CH:51]1[CH2:3][CH2:2][CH2:1][CH2:8]1)[S:18]([C:21]1[CH:26]=[CH:25][CH:24]=[C:23]([O:27][CH2:42][C:43]([N:45]2[CH2:50][CH2:49][O:48][CH2:47][CH2:46]2)=[O:44])[CH:22]=1)(=[O:19])=[O:20])[C:2]1[CH:3]=[CH:4][CH:5]=[CH:6][CH:7]=1. The yield is 0.670. (2) The reactants are [CH3:1][C:2]1[C:3]([C:11]2[S:15][C:14]([C:16]([OH:18])=O)=[CH:13][CH:12]=2)=[N:4][O:5][C:6]=1[C:7]([F:10])([F:9])[F:8].[NH:19]1[CH2:23][CH2:22][CH2:21][C@H:20]1[CH2:24][N:25]1[CH2:29][CH2:28][CH2:27][CH2:26]1.C1COCC1.N1CCCCC1. The catalyst is C(N(CC)CC)C. The product is [CH3:1][C:2]1[C:3]([C:11]2[S:15][C:14]([C:16]([N:19]3[CH2:23][CH2:22][CH2:21][C@H:20]3[CH2:24][N:25]3[CH2:29][CH2:28][CH2:27][CH2:26]3)=[O:18])=[CH:13][CH:12]=2)=[N:4][O:5][C:6]=1[C:7]([F:8])([F:9])[F:10]. The yield is 0.850. (3) The reactants are [Br:1][C:2]1[CH:10]=[C:9]2[C:5]([C:6](=O)[C:7](=[O:11])[NH:8]2)=[CH:4][C:3]=1[CH3:13].[CH:14]1[CH:19]=[C:18]2[C:20](/[C:22](/[NH:34][C:17]2=[CH:16][CH:15]=1)=C1\C2C=CC(Br)=CC=2NC\1=O)=[O:21]. No catalyst specified. The product is [CH3:13][C:3]1[CH:4]=[C:5]2/[C:6](/[C:7]([NH:8][C:9]2=[CH:10][C:2]=1[Br:1])=[O:11])=[C:22]1\[C:20]([C:18]2[C:17]([NH:34]\1)=[CH:16][CH:15]=[CH:14][CH:19]=2)=[O:21]. The yield is 0.760. (4) The reactants are [CH3:1][O:2][C:3]1[C:7]([CH2:8][OH:9])=[CH:6][N:5]([C:10]2[CH:11]=[N:12][C:13]([C:16]([F:19])([F:18])[F:17])=[CH:14][CH:15]=2)[N:4]=1.C1C=C[NH+]=CC=1.[O-][Cr](Cl)(=O)=O. The catalyst is ClCCl. The product is [CH3:1][O:2][C:3]1[C:7]([CH:8]=[O:9])=[CH:6][N:5]([C:10]2[CH:11]=[N:12][C:13]([C:16]([F:18])([F:17])[F:19])=[CH:14][CH:15]=2)[N:4]=1. The yield is 0.620. (5) The yield is 0.580. The catalyst is O. The product is [C:1]([O:5][C:6]([NH:7][C@H:8]([C:24]1[CH:29]=[CH:28][C:27]([O:30][CH3:31])=[C:26]([CH3:32])[CH:25]=1)[C:9]([OH:10])=[O:34])=[O:33])([CH3:2])([CH3:3])[CH3:4]. The reactants are [C:1]([O:5][C:6](=[O:33])[NH:7][C@H:8]([C:24]1[CH:29]=[CH:28][C:27]([O:30][CH3:31])=[C:26]([CH3:32])[CH:25]=1)[C:9](N1[C@H](CC2C=CC=CC=2)COC1=O)=[O:10])([CH3:4])([CH3:3])[CH3:2].[OH:34]O.O.[OH-].[Li+]. (6) The reactants are [C:1]([C:5]1[CH:9]=[C:8]([NH:10][C:11](=[O:46])[NH:12][C:13]2[C:22]3[C:17](=[CH:18][CH:19]=[CH:20][CH:21]=3)[C:16]([O:23][CH2:24][C:25]3[CH:30]=[CH:29][N:28]=[C:27]([NH:31][C:32](=[O:45])[C:33]([N:36](C)[C:37](=O)OC(C)(C)C)([CH3:35])[CH3:34])[CH:26]=3)=[CH:15][CH:14]=2)[N:7]([C:47]2[CH:52]=[CH:51][C:50]([CH3:53])=[CH:49][CH:48]=2)[N:6]=1)([CH3:4])([CH3:3])[CH3:2]. The catalyst is C(Cl)Cl.C(O)(C(F)(F)F)=O. The product is [C:1]([C:5]1[CH:9]=[C:8]([NH:10][C:11](=[O:46])[NH:12][C:13]2[C:22]3[C:17](=[CH:18][CH:19]=[CH:20][CH:21]=3)[C:16]([O:23][CH2:24][C:25]3[CH:30]=[CH:29][N:28]=[C:27]([NH:31][C:32](=[O:45])[C:33]([CH3:35])([NH:36][CH3:37])[CH3:34])[CH:26]=3)=[CH:15][CH:14]=2)[N:7]([C:47]2[CH:48]=[CH:49][C:50]([CH3:53])=[CH:51][CH:52]=2)[N:6]=1)([CH3:2])([CH3:3])[CH3:4]. The yield is 0.890. (7) The reactants are [CH3:1][N:2]1[C:10]2[C:5](=[CH:6][CH:7]=[CH:8][C:9]=2[C:11]([O:13][CH3:14])=[O:12])[C:4]([CH:15]=O)=[CH:3]1.C[C:18]1[NH:19]C2C(C=1C=O)=CC=CC=2. No catalyst specified. The product is [CH3:1][N:2]1[C:10]2[C:5](=[CH:6][CH:7]=[CH:8][C:9]=2[C:11]([O:13][CH3:14])=[O:12])[C:4]([CH2:15][NH:19][CH3:18])=[CH:3]1. The yield is 0.920.